Dataset: NCI-60 drug combinations with 297,098 pairs across 59 cell lines. Task: Regression. Given two drug SMILES strings and cell line genomic features, predict the synergy score measuring deviation from expected non-interaction effect. Drug 1: CCCS(=O)(=O)NC1=C(C(=C(C=C1)F)C(=O)C2=CNC3=C2C=C(C=N3)C4=CC=C(C=C4)Cl)F. Drug 2: CCC1(C2=C(COC1=O)C(=O)N3CC4=CC5=C(C=CC(=C5CN(C)C)O)N=C4C3=C2)O.Cl. Cell line: SK-MEL-5. Synergy scores: CSS=19.3, Synergy_ZIP=-10.0, Synergy_Bliss=-5.80, Synergy_Loewe=-11.0, Synergy_HSA=-4.97.